The task is: Predict the product of the given reaction.. This data is from Forward reaction prediction with 1.9M reactions from USPTO patents (1976-2016). (1) Given the reactants [CH2:1]([S:3]([C:6]1[CH:7]=[C:8]([C:12]2[CH:20]=[C:19]([C:21]([OH:23])=O)[C:18]([CH3:24])=[C:17]3[C:13]=2[C:14]2[CH:28]=[C:27]([CH3:29])[CH:26]=[N:25][C:15]=2[NH:16]3)[CH:9]=[CH:10][CH:11]=1)(=[O:5])=[O:4])[CH3:2].[CH3:30][N:31]([CH3:35])[CH2:32][CH2:33][NH2:34].CN(C(ON1N=NC2C=CC=NC1=2)=[N+](C)C)C.F[P-](F)(F)(F)(F)F.C(N(CC)CC)C, predict the reaction product. The product is: [CH3:30][N:31]([CH3:35])[CH2:32][CH2:33][NH:34][C:21]([C:19]1[C:18]([CH3:24])=[C:17]2[C:13]([C:14]3[CH:28]=[C:27]([CH3:29])[CH:26]=[N:25][C:15]=3[NH:16]2)=[C:12]([C:8]2[CH:9]=[CH:10][CH:11]=[C:6]([S:3]([CH2:1][CH3:2])(=[O:5])=[O:4])[CH:7]=2)[CH:20]=1)=[O:23]. (2) Given the reactants [Cl:1][C:2]1[CH:3]=[C:4]2[C:10]([C:11]3[NH:12][C:13](=S=O)[C:14]([F:18])=[C:15](C)[N:16]=3)=[CH:9][N:8]([S:21]([C:24]3[CH:29]=[CH:28][C:27]([CH3:30])=[CH:26][CH:25]=3)(=[O:23])=[O:22])[C:5]2=[N:6][CH:7]=1.[C@H:31]1([NH2:38])[CH2:36][CH2:35][CH2:34][CH2:33][C@@H:32]1[NH2:37].CCN(C(C)C)C(C)C, predict the reaction product. The product is: [Cl:1][C:2]1[CH:3]=[C:4]2[C:10]([C:11]3[N:12]=[C:13]([NH:37][C@H:32]4[CH2:33][CH2:34][CH2:35][CH2:36][C@@H:31]4[NH2:38])[C:14]([F:18])=[CH:15][N:16]=3)=[CH:9][N:8]([S:21]([C:24]3[CH:25]=[CH:26][C:27]([CH3:30])=[CH:28][CH:29]=3)(=[O:22])=[O:23])[C:5]2=[N:6][CH:7]=1. (3) Given the reactants [NH2:1][C:2](=[O:34])[C:3]([C:5]1[C:9]2[C:10]([O:14][CH2:15][C:16]([OH:18])=[O:17])=[N:11][CH:12]=[CH:13][C:8]=2[N:7]([CH2:19][C:20]2[CH:25]=[CH:24][CH:23]=[CH:22][C:21]=2C2C=CC=CC=2)[C:6]=1[CH2:32][CH3:33])=[O:4].[OH-].[K+].[OH-].[Li+], predict the reaction product. The product is: [NH2:1][C:2](=[O:34])[C:3]([C:5]1[C:9]2[C:10]([O:14][CH2:15][C:16]([OH:18])=[O:17])=[N:11][CH:12]=[CH:13][C:8]=2[N:7]([CH2:19][C:20]2[CH:25]=[CH:24][CH:23]=[CH:22][CH:21]=2)[C:6]=1[CH2:32][CH3:33])=[O:4]. (4) Given the reactants [Br:1][C:2]1[C:3]([N:22]2[CH2:27][CH2:26][CH2:25][C@@H:24]([NH:28][CH2:29][CH2:30][O:31][Si](C(C)(C)C)(C)C)[CH2:23]2)=[C:4]2[C:10]([NH:11][C:12](=[O:21])[C:13]3[CH:18]=[CH:17][C:16]([F:19])=[C:15]([Cl:20])[CH:14]=3)=[CH:9][NH:8][C:5]2=[N:6][CH:7]=1.CCCC[N+](CCCC)(CCCC)CCCC.[F-].Cl, predict the reaction product. The product is: [ClH:20].[Br:1][C:2]1[C:3]([N:22]2[CH2:27][CH2:26][CH2:25][C@@H:24]([NH:28][CH2:29][CH2:30][OH:31])[CH2:23]2)=[C:4]2[C:10]([NH:11][C:12](=[O:21])[C:13]3[CH:18]=[CH:17][C:16]([F:19])=[C:15]([Cl:20])[CH:14]=3)=[CH:9][NH:8][C:5]2=[N:6][CH:7]=1. (5) Given the reactants Br[C:2]1[C:3](C)=[C:4]([C:7]([CH3:11])=[C:8]([CH3:10])[CH:9]=1)[CH:5]=[O:6].C(N([CH2:18][CH3:19])CC)C.[CH3:20][OH:21].[C]=[O:23].[Cl-].[NH4+], predict the reaction product. The product is: [CH:5]([C:4]1[C:18]([CH3:19])=[C:2]([CH:9]=[C:8]([CH3:10])[C:7]=1[CH3:11])[C:3]([O:21][CH3:20])=[O:23])=[O:6]. (6) Given the reactants O[C:2]([C:5]1[S:9][C:8](=[O:10])[S:7][C:6]=1[C:11]1[C:12](=[O:21])[NH:13][C:14]2[C:19]([N:20]=1)=[CH:18][CH:17]=[CH:16][CH:15]=2)([CH3:4])[CH3:3].C(OC(Cl)=O)C1C=CC=CC=1.C(N(CC)CC)C, predict the reaction product. The product is: [CH3:4][C:2]1([CH3:3])[O:21][C:12]2[C:11](=[N:20][C:19]3[C:14]([N:13]=2)=[CH:15][CH:16]=[CH:17][CH:18]=3)[C:6]2[S:7][C:8](=[O:10])[S:9][C:5]1=2. (7) Given the reactants [C:1]([C:3]1[CH:10]=[CH:9][C:6]([CH:7]=O)=[CH:5][CH:4]=1)#[N:2].Cl.[NH2:12][C@H:13]([C:16]([OH:18])=[O:17])[CH2:14][SH:15].O.O.O.C([O-])(=O)C.[Na+], predict the reaction product. The product is: [C:1]([C:3]1[CH:10]=[CH:9][C:6]([CH:7]2[NH:12][C@H:13]([C:16]([OH:18])=[O:17])[CH2:14][S:15]2)=[CH:5][CH:4]=1)#[N:2]. (8) Given the reactants [C:1]([O:4][CH2:5][C:6]([CH3:46])([CH3:45])[CH2:7][N:8]1[C:14]2[CH:15]=[CH:16][C:17]([Cl:19])=[CH:18][C:13]=2[C@@H:12]([C:20]2[CH:25]=[CH:24][CH:23]=[C:22]([O:26][CH3:27])[C:21]=2[O:28][CH3:29])[O:11][C@H:10]([CH2:30][C:31]([NH:33][C@H:34]([C:41](=O)[CH3:42])[CH2:35][CH2:36][C:37]([O:39][CH3:40])=[O:38])=O)[C:9]1=[O:44])(=[O:3])[CH3:2].COC1C=CC(P2(SP(C3C=CC(OC)=CC=3)(=S)S2)=[S:56])=CC=1, predict the reaction product. The product is: [C:1]([O:4][CH2:5][C:6]([CH3:46])([CH3:45])[CH2:7][N:8]1[C:14]2[CH:15]=[CH:16][C:17]([Cl:19])=[CH:18][C:13]=2[C@@H:12]([C:20]2[CH:25]=[CH:24][CH:23]=[C:22]([O:26][CH3:27])[C:21]=2[O:28][CH3:29])[O:11][C@H:10]([CH2:30][C:31]2[S:56][C:41]([CH3:42])=[C:34]([CH2:35][CH2:36][C:37]([O:39][CH3:40])=[O:38])[N:33]=2)[C:9]1=[O:44])(=[O:3])[CH3:2]. (9) Given the reactants CS([C:4]1[N:9]=[C:8]([C:10]2[N:14]3[CH:15]=[CH:16][CH:17]=[C:18]([C:19]([OH:22])([CH3:21])[CH3:20])[C:13]3=[N:12][CH:11]=2)[CH:7]=[CH:6][N:5]=1)=O.[CH2:23]([O:25][C:26]([CH:28]1[CH2:33][CH2:32][CH:31]([NH2:34])[CH2:30][CH2:29]1)=[O:27])[CH3:24], predict the reaction product. The product is: [CH2:23]([O:25][C:26]([CH:28]1[CH2:33][CH2:32][CH:31]([NH:34][C:4]2[N:9]=[C:8]([C:10]3[N:14]4[CH:15]=[CH:16][CH:17]=[C:18]([C:19]([OH:22])([CH3:21])[CH3:20])[C:13]4=[N:12][CH:11]=3)[CH:7]=[CH:6][N:5]=2)[CH2:30][CH2:29]1)=[O:27])[CH3:24]. (10) Given the reactants [CH2:1]([O:3][C:4](=[O:25])[CH2:5][CH:6]1[CH2:11][CH2:10][N:9]([C:12]2[C:17]([NH2:18])=[CH:16][C:15]([C:19](=[O:24])[NH:20][CH:21]3[CH2:23][CH2:22]3)=[CH:14][N:13]=2)[CH2:8][CH2:7]1)[CH3:2].[Cl:26][C:27]1[CH:28]=[C:29]([CH:33]=[CH:34][CH:35]=1)[C:30](Cl)=[O:31], predict the reaction product. The product is: [CH2:1]([O:3][C:4](=[O:25])[CH2:5][CH:6]1[CH2:11][CH2:10][N:9]([C:12]2[C:17]([NH:18][C:30](=[O:31])[C:29]3[CH:33]=[CH:34][CH:35]=[C:27]([Cl:26])[CH:28]=3)=[CH:16][C:15]([C:19](=[O:24])[NH:20][CH:21]3[CH2:22][CH2:23]3)=[CH:14][N:13]=2)[CH2:8][CH2:7]1)[CH3:2].